Task: Predict which catalyst facilitates the given reaction.. Dataset: Catalyst prediction with 721,799 reactions and 888 catalyst types from USPTO (1) Reactant: [O:1]=[C:2]1[O:8][C@H:7]([C@H:9]([CH2:11][OH:12])[OH:10])[C:5]([OH:6])=[C:3]1[OH:4].[CH3:13][C:14](=O)[CH2:15][C:16](=O)[CH3:17].OO.[OH2:22]. Product: [CH2:13]=[CH:14][C:15]1[CH:2]=[CH:3][C:5]([C:7]([O:12][CH2:11][C@H:9]([OH:10])[C@@H:7]2[O:8][C:2](=[O:1])[C:3]([OH:4])=[C:5]2[OH:6])=[O:22])=[CH:17][CH:16]=1. The catalyst class is: 5. (2) Product: [F:20][C:17]1[CH:18]=[CH:19][C:14]([N:7]2[C:6]3[CH:21]=[C:2]([CH3:25])[C:3]([N+:22]([O-:24])=[O:23])=[CH:4][C:5]=3[O:10][C:9]([CH3:12])([CH3:11])[C:8]2=[O:13])=[CH:15][CH:16]=1. The catalyst class is: 203. Reactant: Cl[C:2]1[C:3]([N+:22]([O-:24])=[O:23])=[CH:4][C:5]2[O:10][C:9]([CH3:12])([CH3:11])[C:8](=[O:13])[N:7]([C:14]3[CH:19]=[CH:18][C:17]([F:20])=[CH:16][CH:15]=3)[C:6]=2[CH:21]=1.[C:25](=O)([O-])[O-].[K+].[K+].CB1OB(C)OB(C)O1. (3) Reactant: [OH:1][NH:2][C:3]([C:5]1[NH:6][CH:7]=[CH:8][CH:9]=1)=[NH:4].[CH3:10][C:11]([O:14][C:15]([N:17]1[CH2:21][CH:20]([C:22](O)=O)[CH2:19][CH2:18]1)=[O:16])([CH3:13])[CH3:12].CCN=C=NCCCN(C)C.Cl.C1C=CC2N(O)N=NC=2C=1.C(N(CC)CC)C. Product: [C:11]([O:14][C:15]([N:17]1[CH2:18][CH2:19][CH:20]([C:22]2[O:1][N:2]=[C:3]([C:5]3[NH:6][CH:7]=[CH:8][CH:9]=3)[N:4]=2)[CH2:21]1)=[O:16])([CH3:13])([CH3:10])[CH3:12]. The catalyst class is: 12. (4) Reactant: Cl[C:2]1[C:3]([NH:18][C:19]2[CH:23]=[C:22]([O:24][CH3:25])[NH:21][N:20]=2)=[N:4][C:5]([NH:8][C@H:9]([C:11]2[N:16]=[CH:15][C:14]([F:17])=[CH:13][N:12]=2)[CH3:10])=[N:6][CH:7]=1.[Cl:26]C1N=C(NC2C=C(OC)NN=2)C=C(Cl)N=1.CCN(C(C)C)C(C)C. Product: [Cl:26][C:7]1[N:6]=[C:5]([NH:8][C@H:9]([C:11]2[N:16]=[CH:15][C:14]([F:17])=[CH:13][N:12]=2)[CH3:10])[N:4]=[C:3]([NH:18][C:19]2[CH:23]=[C:22]([O:24][CH3:25])[NH:21][N:20]=2)[CH:2]=1. The catalyst class is: 114. (5) Reactant: Cl.[CH3:2][C:3]1[CH:8]=[CH:7][C:6]([C:9](=[NH:11])[NH2:10])=[CH:5][CH:4]=1.[Cl:12][C:13]([SH:16])(Cl)Cl.[OH-].[Na+]. Product: [Cl:12][C:13]1[S:16][N:10]=[C:9]([C:6]2[CH:7]=[CH:8][C:3]([CH3:2])=[CH:4][CH:5]=2)[N:11]=1. The catalyst class is: 46. (6) The catalyst class is: 12. Reactant: [F:1][C:2]1[CH:3]=[C:4]([C:9](=[O:20])[CH:10]=[C:11]2[NH:15][C:14]3[CH:16]=[CH:17][CH:18]=[CH:19][C:13]=3[NH:12]2)[CH:5]=[C:6]([F:8])[CH:7]=1.[Cl:21][S:22]([C:25]1[CH:26]=[C:27]([CH:31]=[CH:32][CH:33]=1)[C:28](Cl)=[O:29])(=[O:24])=[O:23]. Product: [F:1][C:2]1[CH:3]=[C:4]([C:9](=[O:20])[C:10](=[C:11]2[NH:12][C:13]3[CH:19]=[CH:18][CH:17]=[CH:16][C:14]=3[NH:15]2)[C:28]([C:27]2[CH:26]=[C:25]([S:22]([Cl:21])(=[O:24])=[O:23])[CH:33]=[CH:32][CH:31]=2)=[O:29])[CH:5]=[C:6]([F:8])[CH:7]=1. (7) Reactant: [F:1][C:2]1[CH:3]=[C:4]([CH2:9][C:10]([OH:12])=O)[CH:5]=[C:6]([F:8])[CH:7]=1.[NH2:13][N:14]1[C:23](=[O:24])[C:22]2[C:17](=[CH:18][CH:19]=[CH:20][CH:21]=2)[N:16]=[C:15]1[N:25]1[CH2:29][CH2:28][S:27][CH2:26]1.CN(C(ON1N=NC2C=CC=NC1=2)=[N+](C)C)C.F[P-](F)(F)(F)(F)F.N1C(C)=CC=CC=1C.Cl. Product: [F:8][C:6]1[CH:5]=[C:4]([CH2:9][C:10]([NH:13][N:14]2[C:23](=[O:24])[C:22]3[C:17](=[CH:18][CH:19]=[CH:20][CH:21]=3)[N:16]=[C:15]2[N:25]2[CH2:29][CH2:28][S:27][CH2:26]2)=[O:12])[CH:3]=[C:2]([F:1])[CH:7]=1. The catalyst class is: 3. (8) Reactant: [CH2:1]([C:3]1[CH:4]=[C:5]2[C:10](=[CH:11][C:12]=1[OH:13])[O:9][CH:8]([C:14]([F:17])([F:16])[F:15])[C:7]([C:18]([OH:20])=[O:19])=[CH:6]2)[CH3:2].S(Cl)([Cl:24])(=O)=O. Product: [Cl:24][C:4]1[C:3]([CH2:1][CH3:2])=[C:12]([OH:13])[CH:11]=[C:10]2[C:5]=1[CH:6]=[C:7]([C:18]([OH:20])=[O:19])[CH:8]([C:14]([F:15])([F:16])[F:17])[O:9]2. The catalyst class is: 4.